Dataset: NCI-60 drug combinations with 297,098 pairs across 59 cell lines. Task: Regression. Given two drug SMILES strings and cell line genomic features, predict the synergy score measuring deviation from expected non-interaction effect. Drug 1: CC1=C(C=C(C=C1)C(=O)NC2=CC(=CC(=C2)C(F)(F)F)N3C=C(N=C3)C)NC4=NC=CC(=N4)C5=CN=CC=C5. Drug 2: C1C(C(OC1N2C=NC(=NC2=O)N)CO)O. Cell line: NCIH23. Synergy scores: CSS=3.23, Synergy_ZIP=6.23, Synergy_Bliss=4.69, Synergy_Loewe=-2.58, Synergy_HSA=0.255.